Predict the reactants needed to synthesize the given product. From a dataset of Full USPTO retrosynthesis dataset with 1.9M reactions from patents (1976-2016). (1) Given the product [CH3:1][O:2][C:3]1[CH:4]=[C:5]([CH:6]=[CH:7][C:8]=1[O:9][CH3:10])[O:11][C:13]1[N:14]=[C:15]([OH:23])[C:16]2[CH:22]=[CH:21][N:20]=[CH:19][C:17]=2[N:18]=1, predict the reactants needed to synthesize it. The reactants are: [CH3:1][O:2][C:3]1[CH:4]=[C:5]([OH:11])[CH:6]=[CH:7][C:8]=1[O:9][CH3:10].Cl[C:13]1[N:14]=[C:15]([OH:23])[C:16]2[CH:22]=[CH:21][N:20]=[CH:19][C:17]=2[N:18]=1. (2) Given the product [C:32]([N:29]1[CH2:28][CH2:27][N:26]([C:23]2[CH:22]=[CH:21][C:20]([NH:19][C:16](=[O:18])[CH2:15][C:11]3[CH:12]=[C:13]([CH3:14])[C:8]([C:6]4[CH:5]=[CH:4][N:3]=[C:2]([F:1])[CH:7]=4)=[N:9][CH:10]=3)=[N:25][CH:24]=2)[CH2:31][CH2:30]1)(=[O:34])[CH3:33], predict the reactants needed to synthesize it. The reactants are: [F:1][C:2]1[CH:7]=[C:6]([C:8]2[C:13]([CH3:14])=[CH:12][C:11]([CH2:15][C:16]([OH:18])=O)=[CH:10][N:9]=2)[CH:5]=[CH:4][N:3]=1.[NH2:19][C:20]1[N:25]=[CH:24][C:23]([N:26]2[CH2:31][CH2:30][N:29]([C:32](=[O:34])[CH3:33])[CH2:28][CH2:27]2)=[CH:22][CH:21]=1.F[P-](F)(F)(F)(F)F.N1(OC(N(C)C)=[N+](C)C)C2N=CC=CC=2N=N1.CCN(C(C)C)C(C)C. (3) Given the product [Br:1][C:2]1[N:7]=[C:6]([Cl:8])[C:5]([NH:9][C:11](=[O:14])[CH2:12][CH3:13])=[C:4]([CH3:10])[CH:3]=1, predict the reactants needed to synthesize it. The reactants are: [Br:1][C:2]1[N:7]=[C:6]([Cl:8])[C:5]([NH2:9])=[C:4]([CH3:10])[CH:3]=1.[C:11](O[C:11](=[O:14])[CH2:12][CH3:13])(=[O:14])[CH2:12][CH3:13].CCCCCCC. (4) Given the product [OH:1][CH2:2][CH2:3][CH2:4][CH2:5][CH2:6][O:7][CH2:8][CH2:9][CH2:10][NH:11][C:16](=[O:17])[O:18][C:19]([CH3:22])([CH3:21])[CH3:20], predict the reactants needed to synthesize it. The reactants are: [OH:1][CH2:2][CH2:3][CH2:4][CH2:5][CH2:6][O:7][CH2:8][CH2:9][C:10]#[N:11].[BH4-].[Na+].[OH-].[Na+].[C:16](O[C:16]([O:18][C:19]([CH3:22])([CH3:21])[CH3:20])=[O:17])([O:18][C:19]([CH3:22])([CH3:21])[CH3:20])=[O:17]. (5) Given the product [Cl:1][C:2]1[CH:7]=[CH:6][C:5]([C:8]2[S:12][C:11]([C:13](=[O:14])[CH2:34][CH3:35])=[C:10]([C:19]3[CH:24]=[CH:23][C:22]([S:25]([NH2:26])(=[O:31])=[O:32])=[CH:21][CH:20]=3)[C:9]=2[CH3:33])=[CH:4][CH:3]=1, predict the reactants needed to synthesize it. The reactants are: [Cl:1][C:2]1[CH:7]=[CH:6][C:5]([C:8]2[S:12][C:11]([C:13](N(OC)C)=[O:14])=[C:10]([C:19]3[CH:24]=[CH:23][C:22]([S:25](=[O:32])(=[O:31])[N:26]=CN(C)C)=[CH:21][CH:20]=3)[C:9]=2[CH3:33])=[CH:4][CH:3]=1.[CH2:34]1COC[CH2:35]1. (6) Given the product [CH2:25]([C:7]1([CH2:1][CH2:2][CH2:3][CH2:4][CH2:5][CH3:6])[C:19]2[CH:18]=[C:17]3[CH:20]([OH:24])[CH:21]([CH3:23])[CH2:22][C:16]3=[CH:15][C:14]=2[C:13]2[C:8]1=[CH:9][CH:10]=[CH:11][CH:12]=2)[CH2:26][CH2:27][CH2:28][CH2:29][CH3:30], predict the reactants needed to synthesize it. The reactants are: [CH2:1]([C:7]1([CH2:25][CH2:26][CH2:27][CH2:28][CH2:29][CH3:30])[C:19]2[CH:18]=[C:17]3[C:20](=[O:24])[CH:21]([CH3:23])[CH2:22][C:16]3=[CH:15][C:14]=2[C:13]2[C:8]1=[CH:9][CH:10]=[CH:11][CH:12]=2)[CH2:2][CH2:3][CH2:4][CH2:5][CH3:6].[BH4-].[Na+].